Task: Predict the reactants needed to synthesize the given product.. Dataset: Full USPTO retrosynthesis dataset with 1.9M reactions from patents (1976-2016) (1) Given the product [F:9][C:32]1[C:26]([NH:17][CH2:16][C:15]2[CH:18]=[CH:19][C:12]([O:11][CH3:10])=[CH:13][CH:14]=2)=[N:22][CH:29]=[CH:30][CH:31]=1, predict the reactants needed to synthesize it. The reactants are: ClC1C(C[F:9])=CC=CN=1.[CH3:10][O:11][C:12]1[CH:19]=[CH:18][C:15]([CH2:16][NH2:17])=[CH:14][CH:13]=1.CC[N:22]([CH:26](C)C)C(C)C.[CH2:29](O)[CH2:30][CH2:31][CH3:32]. (2) Given the product [F:33][C:34]1[CH:39]=[C:38]([C:2]2[C:10]3[C:5](=[CH:6][CH:7]=[C:8]([N+:11]([O-:13])=[O:12])[CH:9]=3)[N:4]([C:14]([C:27]3[CH:32]=[CH:31][CH:30]=[CH:29][CH:28]=3)([C:21]3[CH:26]=[CH:25][CH:24]=[CH:23][CH:22]=3)[C:15]3[CH:20]=[CH:19][CH:18]=[CH:17][CH:16]=3)[N:3]=2)[CH:37]=[CH:36][N:35]=1, predict the reactants needed to synthesize it. The reactants are: Br[C:2]1[C:10]2[C:5](=[CH:6][CH:7]=[C:8]([N+:11]([O-:13])=[O:12])[CH:9]=2)[N:4]([C:14]([C:27]2[CH:32]=[CH:31][CH:30]=[CH:29][CH:28]=2)([C:21]2[CH:26]=[CH:25][CH:24]=[CH:23][CH:22]=2)[C:15]2[CH:20]=[CH:19][CH:18]=[CH:17][CH:16]=2)[N:3]=1.[F:33][C:34]1[CH:39]=[C:38](B(O)O)[CH:37]=[CH:36][N:35]=1.[O-]P([O-])([O-])=O.[K+].[K+].[K+]. (3) The reactants are: [CH3:1][O:2][C:3]([C:5]1[S:6][CH:7]=[CH:8][C:9]=1[NH2:10])=[O:4].[CH2:11]1[O:21][C:14]2([CH2:19][CH2:18][C:17](=O)[CH2:16][CH2:15]2)[O:13][CH2:12]1.C([Sn](Cl)(Cl)CCCC)CCC.C1([SiH3])C=CC=CC=1. Given the product [CH3:1][O:2][C:3]([C:5]1[S:6][CH:7]=[CH:8][C:9]=1[NH:10][CH:17]1[CH2:18][CH2:19][C:14]2([O:21][CH2:11][CH2:12][O:13]2)[CH2:15][CH2:16]1)=[O:4], predict the reactants needed to synthesize it. (4) Given the product [Br:29][C:25]1[CH:24]=[C:23]([CH:5]([NH:6][C:7]([C:9]2[CH:10]=[N:11][N:12]([C:15]3[CH:20]=[CH:19][C:18]([Cl:21])=[C:17]([Cl:22])[CH:16]=3)[C:13]=2[CH3:14])=[O:8])[CH2:4][C:3]([OH:30])=[O:2])[CH:28]=[CH:27][CH:26]=1, predict the reactants needed to synthesize it. The reactants are: C[O:2][C:3](=[O:30])[CH2:4][CH:5]([C:23]1[CH:28]=[CH:27][CH:26]=[C:25]([Br:29])[CH:24]=1)[NH:6][C:7]([C:9]1[CH:10]=[N:11][N:12]([C:15]2[CH:20]=[CH:19][C:18]([Cl:21])=[C:17]([Cl:22])[CH:16]=2)[C:13]=1[CH3:14])=[O:8].[OH-].[Na+].Cl.